From a dataset of Experimentally validated miRNA-target interactions with 360,000+ pairs, plus equal number of negative samples. Binary Classification. Given a miRNA mature sequence and a target amino acid sequence, predict their likelihood of interaction. (1) The protein sequence of the target gene is MSSQVVGIEPLYIKAEPASPDSPKGSSETETEPPVTLASGPAPARCLPGHKEEEDGEGAGSGEQGSGKLVLSSLPKRLCLVCGDVASGYHYGVASCEACKAFFKRTIQGSIEYSCPASNECEITKRRRKACQACRFTKCLRVGMLKEGVRLDRVRGGRQKYKRRPEVDPLPFPGPFPAGPLAVAGGPRKTAPVNALVSHLLVVEPEKLYAMPDPASPDGHLPAVATLCDLFDREIVVTISWAKSIPGFSSLSLSDQMSVLQSVWMEVLVLGVAQRSLPLQDELAFAEDLVLDEEGARAAG.... Result: 0 (no interaction). The miRNA is hsa-miR-6131 with sequence GGCUGGUCAGAUGGGAGUG. (2) The miRNA is hsa-miR-548an with sequence AAAAGGCAUUGUGGUUUUUG. The protein sequence of the target gene is MAEAGASKGGEEPGRLPEHEEEEESPLWHGAGHCKWFNVRMGFGFISMSSREGSPLESPVDVFVHQSKLYMEGFRSLKEGEPVEFTYKKSSKGLESIRVTGPGGSPCLGSERRPKGKTVQKRKPKGDRCYNCGGLDHHAKECSLPPQPKKCHYCQSIMHMVANCPHKTVSQQPTSSQGRHEAEPQPSTSAFLREGGGTYGYSSPSYSQEGRSEISERSGRSPQEASSSKLSASPEEPSRKGPSVQKRKKT. Result: 0 (no interaction).